Task: Predict which catalyst facilitates the given reaction.. Dataset: Catalyst prediction with 721,799 reactions and 888 catalyst types from USPTO Reactant: [O:1]=[C:2]1[CH2:5][CH:4]([C:6]([OH:8])=[O:7])[CH2:3]1.CO.Cl.[CH2:12](N=C=NCCCN(C)C)C. Product: [O:1]=[C:2]1[CH2:5][CH:4]([C:6]([O:8][CH3:12])=[O:7])[CH2:3]1. The catalyst class is: 119.